Dataset: Experimentally validated miRNA-target interactions with 360,000+ pairs, plus equal number of negative samples. Task: Binary Classification. Given a miRNA mature sequence and a target amino acid sequence, predict their likelihood of interaction. (1) Result: 0 (no interaction). The protein sequence of the target gene is MITFVDSAAKERERESDKCLDPQLWHACAGGMVQMPPVSSKVYYFPQGHAEHAQGHGPVEFPGGRVPALVLCRVAGVRFMADPDTDEVFAKIRLVPVRANEQGYAGDADDGIGAAAAAAAQEEKPASFAKTLTQSDANNGGGFSVPRYCAETIFPRLDYSADPPVQTVLAKDVHGVVWKFRHIYRGTPRRHLLTTGWSTFVNQKKLVAGDSIVFMRTENGDLCVGIRRAKKGGVGGPEFLPPPPPPPPTPAAGGNYGGFSMFLRGDDDGNKMAAAARGKVRARVRPEEVVEAANLAVSGQ.... The miRNA is hsa-miR-4507 with sequence CUGGGUUGGGCUGGGCUGGG. (2) The miRNA is hsa-miR-6743-3p with sequence AGCCGCUCUUCUCCCUGCCCACA. The protein sequence of the target gene is MGSLFRSETMCLAQLFLQSGTAYECLSALGEKGLVQFRDLNQNVSSFQRKFVGEVKRCEELERILVYLVQEINRADIPLPEGEASPPAPPLKQVLEMQEQLQKLEVELREVTKNKEKLRKNLLELIEYTHMLRVTKTFVKRNVEFEPTYEEFPSLESDSLLDYSCMQRLGAKLGFVSGLINQGKVEAFEKMLWRVCKGYTIVSYAELDESLEDPETGEVIKWYVFLISFWGEQIGHKVKKICDCYHCHVYPYPNTAEERREIQEGLNTRIQDLYTVLHKTEDYLRQVLCKAAESVYSRVI.... Result: 0 (no interaction). (3) Result: 0 (no interaction). The protein sequence of the target gene is MSQSGAVSCCPGATNGSLGRSDGVAKMSPKDLFEQRKKYSNSNVIMHETSQYHVQHLATFIMDKSEAITSVDDAIRKLVQLSSKEKIWTQEMLLQVNDQSLRLLDIESQEELEDFPLPTVQRSQTVLNQLRYPSVLLLVCQDSEQSKPDVHFFHCDEVEAELVHEDIESALADCRLGKKMRPQTLKGHQEKIRQRQSILPPPQGPAPIPFQHRGGDSPEAKNRVGPQVPLSEPGFRRRESQEEPRAVLAQKIEKETQILNCALDDIEWFVARLQKAAEAFKQLNQRKKGKKKGKKAPAEG.... The miRNA is hsa-miR-718 with sequence CUUCCGCCCCGCCGGGCGUCG. (4) The miRNA is hsa-miR-224-3p with sequence AAAAUGGUGCCCUAGUGACUACA. The protein sequence of the target gene is MSSHVPADMINLRLILVSGKTKEFLFSPNDSASDIAKHVYDNWPMDWEEEQVSSPNILRLIYQGRFLHGNVTLGALKLPFGKTTVMHLVARETLPEPNSQGQRNREKTGESNCCVIL. Result: 0 (no interaction). (5) The miRNA is mmu-miR-684 with sequence AGUUUUCCCUUCAAGUCAA. The protein sequence of the target gene is MATSDVKPKSISRAKKWSEEIENLYRFQQAGYRDEIEYKQVKQVAMVDRWPETGYVKKLQRRDNTFFYYNKERECEDKEVHKVKVYVY. Result: 0 (no interaction). (6) The miRNA is hsa-miR-1238-5p with sequence GUGAGUGGGAGCCCCAGUGUGUG. The protein sequence of the target gene is MPEESSPRRTPQSIPYQDLPHLVNADGQYLFCRYWKPTGTPKALIFVSHGAGEHSGRYEELARMLMGLDLLVFAHDHVGHGQSEGERMVVSDFHVFVRDVLQHVDSMQKDYPGLPVFLLGHSMGGAIAILTAAERPGHFAGMVLISPLVLANPESATTFKVLAAKVLNLVLPNLSLGPIDSSVLSRNKTEVDIYNSDPLICRAGLKVCFGIQLLNAVSRVERALPKLTVPFLLLQGSADRLCDSKGAYLLMELAKSQDKTLKIYEGAYHVLHKELPEVTNSVFHEINMWVSQRTATAGTA.... Result: 0 (no interaction). (7) The miRNA is mmu-miR-1912-5p with sequence UGCUCAUUGCAUGGGCUGUGUA. The protein sequence of the target gene is MNRLYLTPDGFFFRVHMLALDSSSCNKPCPEFKPGSRYIVMGHIYHKRRQLPTALLQVLRGRLRPGDGLLRSSSSYVKRFNRKREGQIQGAIHTQCI. Result: 0 (no interaction). (8) The miRNA is hsa-miR-497-5p with sequence CAGCAGCACACUGUGGUUUGU. The protein sequence of the target gene is MALWVTAVLALACLGGLAAPGPVPRSVSLPLTLKELIEELSNITQDQTPLCNGSMVWSVDLAAGGFCVALDSLTNISNCNAIYRTQRILHGLCNRKAPTTVSSLPDTKIEVAHFITKLLSYTKQLFRHGPF. Result: 0 (no interaction). (9) The miRNA is mmu-miR-3065-5p with sequence UCAACAAAAUCACUGAUGCUGG. The protein sequence of the target gene is MLWWEEVEDCYEREDVQKKTFTKWINAQFSKFGKQHIDNLFSDLQDGKRLLDLLEGLTGQKLPKEKGSTRVHALNNVNKALRVLQKNNVDLVNIGSTDIVDGNHKLTLGLIWNIILHWQVKNVMKTIMAGLQQTNSEKILLSWVRQSTRNYPQVNVINFTSSWSDGLALNALIHSHRPDLFDWNSVVSQHSATQRLEHAFNIAKCQLGIEKLLDPEDVATTYPDKKSILMYITSLFQVLPQQVSIEAIQEVEMLPRTSSKVTREEHFQLHHQMHYSQQITVSLAQGYEQTSSSPKPRFKS.... Result: 1 (interaction). (10) The protein sequence of the target gene is MAKRPRTSEEDDDFQYADHDYEISQQRSLKKICNRVKWTRDEDEKLKKLVEQNGTDDWAFIASHLQNRSDFQCQHRWQKVLNPELIKGPWTKEEDQRVIELVQKYGPKRWSLIAKHLKGRIGKQCRERWHNHLNPEVKKSSWTEAEDRVIYEAHKRLGNRWAEIAKLLPGRTDNSIKNHWNSTMRRKVEQEGYLQDGTKSSSERTGSSTLAQKPCVTMEHLHTQNQFYIPVQTHIPVYQYASPEDSCIEHASASANLVQQSFIDDDPDKEKKIKELELLLMSTENEIRRKRLSSQAGSLP.... Result: 0 (no interaction). The miRNA is hsa-miR-135b-3p with sequence AUGUAGGGCUAAAAGCCAUGGG.